Dataset: Full USPTO retrosynthesis dataset with 1.9M reactions from patents (1976-2016). Task: Predict the reactants needed to synthesize the given product. (1) Given the product [CH3:6][O:7][C:8]1[CH:15]=[CH:14][C:11]([CH2:12][N:1]2[CH:5]=[N:4][CH:3]=[N:2]2)=[CH:10][CH:9]=1, predict the reactants needed to synthesize it. The reactants are: [NH:1]1[CH:5]=[N:4][CH:3]=[N:2]1.[CH3:6][O:7][C:8]1[CH:15]=[CH:14][C:11]([CH2:12]Cl)=[CH:10][CH:9]=1.C1CCN2C(=NCCC2)CC1. (2) Given the product [CH:13]12[CH2:11][CH2:10][CH:9]3[CH:16]([CH2:15][CH2:14][CH:12]1[NH:8]3)[N:17]2[CH:18]([C:32]1[CH:37]=[CH:36][CH:35]=[C:34]([O:38][CH3:39])[CH:33]=1)[C:19]1[CH:20]=[CH:21][C:22]([C:23]([N:25]2[CH2:26][CH2:27][CH2:29][CH2:28]2)=[O:24])=[CH:30][CH:31]=1, predict the reactants needed to synthesize it. The reactants are: C([N:8]1[CH:12]2[CH:13]3[N:17]([CH:18]([C:32]4[CH:37]=[CH:36][CH:35]=[C:34]([O:38][CH3:39])[CH:33]=4)[C:19]4[CH:31]=[CH:30][C:22]([C:23]([N:25]([CH2:28][CH3:29])[CH2:26][CH3:27])=[O:24])=[CH:21][CH:20]=4)[CH:16]([CH:9]1[CH2:10][CH2:11]2)[CH2:15][CH2:14]3)C1C=CC=CC=1.C(N1C2C3N(C(C4C=CC=C(OC)C=4)C4C=CC(C(N5CCCC5)=O)=CC=4)C(CC2)C1CC3)C1C=CC=CC=1. (3) Given the product [F:8][C:9]([F:17])([F:16])[C:10]([OH:11])([C:12]([F:15])([F:14])[F:13])[CH2:4]/[CH:3]=[CH:2]/[C:1]([O:6][CH3:7])=[O:5], predict the reactants needed to synthesize it. The reactants are: [C:1]([O:6][CH3:7])(=[O:5])[CH2:2][CH:3]=[CH2:4].[F:8][C:9]([F:17])([F:16])[C:10]([C:12]([F:15])([F:14])[F:13])=[O:11].[OH-].[K+]. (4) Given the product [CH2:1]([C@@H:8]1[CH2:12][O:11][C:10](=[O:13])[N:9]1[C:26](=[O:27])[CH2:25][C:19]1[CH:24]=[CH:23][CH:22]=[CH:21][CH:20]=1)[C:2]1[CH:3]=[CH:4][CH:5]=[CH:6][CH:7]=1, predict the reactants needed to synthesize it. The reactants are: [CH2:1]([C@@H:8]1[CH2:12][O:11][C:10](=[O:13])[NH:9]1)[C:2]1[CH:7]=[CH:6][CH:5]=[CH:4][CH:3]=1.[Li]CCCC.[C:19]1([CH2:25][C:26](Cl)=[O:27])[CH:24]=[CH:23][CH:22]=[CH:21][CH:20]=1. (5) Given the product [CH2:4]([C:6]([C:25]1[CH:38]=[CH:37][C:28]([O:29][CH2:30][C@H:31]([OH:35])[CH2:32][CH2:33][C:34]([OH:36])=[O:1])=[C:27]([CH3:39])[CH:26]=1)([C:9]1[CH:14]=[CH:13][C:12]([C:15]2[O:16][C:17]([C:20]([OH:23])([CH3:22])[CH3:21])=[CH:18][CH:19]=2)=[C:11]([CH3:24])[CH:10]=1)[CH2:7][CH3:8])[CH3:5], predict the reactants needed to synthesize it. The reactants are: [OH-:1].[K+].O.[CH2:4]([C:6]([C:25]1[CH:38]=[CH:37][C:28]([O:29][CH2:30][C@@H:31]2[O:35][C:34](=[O:36])[CH2:33][CH2:32]2)=[C:27]([CH3:39])[CH:26]=1)([C:9]1[CH:14]=[CH:13][C:12]([C:15]2[O:16][C:17]([C:20]([OH:23])([CH3:22])[CH3:21])=[CH:18][CH:19]=2)=[C:11]([CH3:24])[CH:10]=1)[CH2:7][CH3:8])[CH3:5]. (6) Given the product [F:45][C:46]1[CH:51]=[CH:50][CH:49]=[CH:48][C:47]=1[O:17][CH2:16][C:13]1([CH2:18][CH2:19][C:20]2[CH:21]=[CH:22][CH:23]=[CH:24][CH:25]=2)[CH2:12][CH2:11][N:10]([CH2:9][C:8]2[C:3]([O:2][CH3:1])=[N:4][CH:5]=[CH:6][CH:7]=2)[CH2:15][CH2:14]1, predict the reactants needed to synthesize it. The reactants are: [CH3:1][O:2][C:3]1[C:8]([CH2:9][N:10]2[CH2:15][CH2:14][C:13]([CH2:18][CH2:19][C:20]3[CH:25]=[CH:24][CH:23]=[CH:22][CH:21]=3)([CH2:16][OH:17])[CH2:12][CH2:11]2)=[CH:7][CH:6]=[CH:5][N:4]=1.C1(P(C2C=CC=CC=2)C2C=CC=CC=2)C=CC=CC=1.[F:45][C:46]1[CH:51]=[CH:50][CH:49]=[CH:48][C:47]=1O.N(C(OCC)=O)=NC(OCC)=O. (7) Given the product [Cl:8][C:9]1[C:10]([O:26][C:27]2[CH:32]=[CH:31][C:30]([Cl:33])=[C:29]([C:34]([F:37])([F:35])[F:36])[CH:28]=2)=[CH:11][C:12]([F:25])=[C:13]([CH:24]=1)[C:14]([NH:7][S:4]([CH3:3])(=[O:6])=[O:5])=[O:15], predict the reactants needed to synthesize it. The reactants are: [H-].[Na+].[CH3:3][S:4]([NH2:7])(=[O:6])=[O:5].[Cl:8][C:9]1[C:10]([O:26][C:27]2[CH:32]=[CH:31][C:30]([Cl:33])=[C:29]([C:34]([F:37])([F:36])[F:35])[CH:28]=2)=[CH:11][C:12]([F:25])=[C:13]([CH:24]=1)[C:14](OC1C=CC(C)=CC=1)=[O:15].O. (8) Given the product [CH2:1]([O:8][C:9]1[N:14]=[N:13][C:12]([CH2:15][CH2:16][C:17]2[CH:22]=[N:21][C:20]([CH2:23][Cl:27])=[CH:19][CH:18]=2)=[CH:11][CH:10]=1)[C:2]1[CH:7]=[CH:6][CH:5]=[CH:4][CH:3]=1, predict the reactants needed to synthesize it. The reactants are: [CH2:1]([O:8][C:9]1[N:14]=[N:13][C:12]([CH2:15][CH2:16][C:17]2[CH:18]=[CH:19][C:20]([CH2:23]O)=[N:21][CH:22]=2)=[CH:11][CH:10]=1)[C:2]1[CH:7]=[CH:6][CH:5]=[CH:4][CH:3]=1.S(Cl)([Cl:27])=O.[OH-].[Na+]. (9) Given the product [Br:4][C:5]1[CH:28]=[N:27][C:8]2=[N:9][C:10]([N:14]3[CH2:17][CH:16]([N:18]([CH3:26])[C:19](=[O:25])[O:20][C:21]([CH3:24])([CH3:23])[CH3:22])[CH2:15]3)=[C:11]([NH:2][NH2:3])[N:12]=[C:7]2[C:6]=1[CH3:29], predict the reactants needed to synthesize it. The reactants are: O.[NH2:2][NH2:3].[Br:4][C:5]1[CH:28]=[N:27][C:8]2=[N:9][C:10]([N:14]3[CH2:17][CH:16]([N:18]([CH3:26])[C:19](=[O:25])[O:20][C:21]([CH3:24])([CH3:23])[CH3:22])[CH2:15]3)=[C:11](Cl)[N:12]=[C:7]2[C:6]=1[CH3:29]. (10) Given the product [OH:12][CH2:11][C:10]([NH:9][CH2:8][C@H:7]([OH:14])[CH2:6][O:5][C:4]1[CH:3]=[CH:18][C:17]([C:19](=[NH:22])[NH:20][OH:21])=[C:16]([CH3:25])[CH:15]=1)=[O:13], predict the reactants needed to synthesize it. The reactants are: C([C:3]1[CH:18]=[C:17]([C:19](=[NH:22])[NH:20][OH:21])[CH:16]=[C:15](C)[C:4]=1[O:5][CH2:6][C@@H:7]([OH:14])[CH2:8][NH:9][C:10](=[O:13])[CH2:11][OH:12])C.O[C:25]1C=CC(C#N)=C(C)C=1.